From a dataset of Reaction yield outcomes from USPTO patents with 853,638 reactions. Predict the reaction yield, written as a fraction of the theoretical maximum amount of product (1.0 means a 100% yield; for example, 0.34 means a 34% yield). (1) The reactants are Br[C:2]1[CH:7]=[CH:6][CH:5]=[CH:4][N:3]=1.[CH2:8]([C:12]1[O:13][C:14]2[CH:20]=[CH:19][CH:18]=[CH:17][C:15]=2[N:16]=1)[CH2:9][C:10]#[CH:11].C1C=CN/C(=C\N=O)/C=1. The catalyst is C(Cl)Cl. The product is [N:3]1[CH:4]=[CH:5][CH:6]=[CH:7][C:2]=1[C:11]#[C:10][CH2:9][CH2:8][C:12]1[O:13][C:14]2[CH:20]=[CH:19][CH:18]=[CH:17][C:15]=2[N:16]=1. The yield is 0.790. (2) The reactants are Cl.C(N=C=NCCCN(C)C)C.[C:13]1([CH2:19][O:20][C:21]([C:23]2([NH2:29])[CH2:28][CH2:27][CH2:26][CH2:25][CH2:24]2)=[O:22])[CH:18]=[CH:17][CH:16]=[CH:15][CH:14]=1.ON1C2C=CC=CC=2N=N1.[C:40]1([C:49]2[CH:54]=[CH:53][CH:52]=[CH:51][CH:50]=2)[CH:45]=[CH:44][C:43]([C:46](O)=[O:47])=[CH:42][CH:41]=1. The catalyst is C(Cl)Cl. The product is [C:13]1([CH2:19][O:20][C:21]([C:23]2([NH:29][C:46]([C:43]3[CH:44]=[CH:45][C:40]([C:49]4[CH:50]=[CH:51][CH:52]=[CH:53][CH:54]=4)=[CH:41][CH:42]=3)=[O:47])[CH2:24][CH2:25][CH2:26][CH2:27][CH2:28]2)=[O:22])[CH:14]=[CH:15][CH:16]=[CH:17][CH:18]=1. The yield is 0.850. (3) The reactants are [CH3:1][CH:2]([CH3:6])[CH:3]=[N:4][OH:5].[C:7]([O:11][CH3:12])(=[O:10])[C:8]#[CH:9]. No catalyst specified. The product is [CH3:12][O:11][C:7]([C:8]1[O:5][N:4]=[C:3]([CH:2]([CH3:6])[CH3:1])[CH:9]=1)=[O:10]. The yield is 0.780.